This data is from Catalyst prediction with 721,799 reactions and 888 catalyst types from USPTO. The task is: Predict which catalyst facilitates the given reaction. (1) Reactant: [CH:1]1([CH2:7][CH2:8][CH2:9][C@@H:10]([C:19]2[O:23][N:22]=[C:21](C(NN)=O)[N:20]=2)[CH2:11][C:12]([O:14]C(C)(C)C)=[O:13])[CH2:6][CH2:5][CH2:4][CH2:3][CH2:2]1.Cl.[N:29]([O-])=O.[Na+].C([O-])([O-])=O.[Na+].[Na+]. The catalyst class is: 52. Product: [NH2:29][C:21]1[N:20]=[C:19]([C@H:10]([CH2:9][CH2:8][CH2:7][CH:1]2[CH2:2][CH2:3][CH2:4][CH2:5][CH2:6]2)[CH2:11][C:12]([OH:14])=[O:13])[O:23][N:22]=1. (2) Reactant: [C:1]([O:5][C:6]([N:8]1[CH2:13][CH2:12][CH:11]([NH:14][C:15]2[CH:20]=[CH:19][CH:18]=[CH:17][C:16]=2[C:21]([F:24])([F:23])[F:22])[CH2:10][CH2:9]1)=[O:7])([CH3:4])([CH3:3])[CH3:2].[H-].[Na+].[CH3:27]I. Product: [C:1]([O:5][C:6]([N:8]1[CH2:13][CH2:12][CH:11]([N:14]([CH3:27])[C:15]2[CH:20]=[CH:19][CH:18]=[CH:17][C:16]=2[C:21]([F:24])([F:22])[F:23])[CH2:10][CH2:9]1)=[O:7])([CH3:4])([CH3:2])[CH3:3]. The catalyst class is: 3.